Dataset: NCI-60 drug combinations with 297,098 pairs across 59 cell lines. Task: Regression. Given two drug SMILES strings and cell line genomic features, predict the synergy score measuring deviation from expected non-interaction effect. (1) Drug 1: C1C(C(OC1N2C=NC3=C(N=C(N=C32)Cl)N)CO)O. Drug 2: CC1CCC2CC(C(=CC=CC=CC(CC(C(=O)C(C(C(=CC(C(=O)CC(OC(=O)C3CCCCN3C(=O)C(=O)C1(O2)O)C(C)CC4CCC(C(C4)OC)OCCO)C)C)O)OC)C)C)C)OC. Cell line: UO-31. Synergy scores: CSS=21.7, Synergy_ZIP=-0.690, Synergy_Bliss=2.50, Synergy_Loewe=-5.06, Synergy_HSA=1.82. (2) Drug 1: C1=NC2=C(N1)C(=S)N=C(N2)N. Cell line: UACC-257. Drug 2: CNC(=O)C1=NC=CC(=C1)OC2=CC=C(C=C2)NC(=O)NC3=CC(=C(C=C3)Cl)C(F)(F)F. Synergy scores: CSS=43.9, Synergy_ZIP=-3.71, Synergy_Bliss=-0.542, Synergy_Loewe=-2.20, Synergy_HSA=0.946. (3) Drug 1: C1=CC(=CC=C1C#N)C(C2=CC=C(C=C2)C#N)N3C=NC=N3. Drug 2: C1=CC=C(C=C1)NC(=O)CCCCCCC(=O)NO. Cell line: CAKI-1. Synergy scores: CSS=44.6, Synergy_ZIP=-2.24, Synergy_Bliss=-3.68, Synergy_Loewe=-11.4, Synergy_HSA=-2.75. (4) Drug 1: CC1=CC2C(CCC3(C2CCC3(C(=O)C)OC(=O)C)C)C4(C1=CC(=O)CC4)C. Drug 2: CC1=C2C(C(=O)C3(C(CC4C(C3C(C(C2(C)C)(CC1OC(=O)C(C(C5=CC=CC=C5)NC(=O)C6=CC=CC=C6)O)O)OC(=O)C7=CC=CC=C7)(CO4)OC(=O)C)O)C)OC(=O)C. Cell line: MALME-3M. Synergy scores: CSS=29.8, Synergy_ZIP=10.8, Synergy_Bliss=10.9, Synergy_Loewe=-23.3, Synergy_HSA=7.32. (5) Drug 1: CN(C)N=NC1=C(NC=N1)C(=O)N. Drug 2: CC1=C2C(C(=O)C3(C(CC4C(C3C(C(C2(C)C)(CC1OC(=O)C(C(C5=CC=CC=C5)NC(=O)C6=CC=CC=C6)O)O)OC(=O)C7=CC=CC=C7)(CO4)OC(=O)C)O)C)OC(=O)C. Cell line: DU-145. Synergy scores: CSS=11.5, Synergy_ZIP=-3.31, Synergy_Bliss=-5.13, Synergy_Loewe=-35.6, Synergy_HSA=-5.91.